From a dataset of Reaction yield outcomes from USPTO patents with 853,638 reactions. Predict the reaction yield, written as a fraction of the theoretical maximum amount of product (1.0 means a 100% yield; for example, 0.34 means a 34% yield). (1) The catalyst is C1COCC1.[Ni]. The yield is 0.930. The product is [Cl:1][C:2]1[C:7]([Cl:8])=[CH:6][CH:5]=[CH:4][C:3]=1[N:9]1[CH2:14][CH2:13][N:12]([CH2:15][CH2:16][CH2:17][CH2:18][CH2:19][C:20]2[CH:29]=[C:28]3[C:23]([CH2:24][CH2:25][C:26](=[O:30])[NH:27]3)=[CH:22][N:21]=2)[CH2:11][CH2:10]1. The reactants are [Cl:1][C:2]1[C:7]([Cl:8])=[CH:6][CH:5]=[CH:4][C:3]=1[N:9]1[CH2:14][CH2:13][N:12]([CH2:15][CH2:16][CH2:17][CH:18]=[CH:19][C:20]2[CH:29]=[C:28]3[C:23]([CH2:24][CH2:25][C:26](=[O:30])[NH:27]3)=[CH:22][N:21]=2)[CH2:11][CH2:10]1.CCOC(C)=O. (2) The reactants are II.C[Si](C)(C)[Si](C)(C)C.[NH:11]1[C:19]2[C:14](=[CH:15][C:16]([NH:20][CH:21]3[CH2:27][CH:26]4[N:28](C(OCC)=O)[CH:23]([CH2:24][CH2:25]4)[CH2:22]3)=[CH:17][CH:18]=2)[CH:13]=[N:12]1.CO. The catalyst is ClCCCl. The product is [CH:23]12[NH:28][CH:26]([CH2:25][CH2:24]1)[CH2:27][CH:21]([NH:20][C:16]1[CH:15]=[C:14]3[C:19](=[CH:18][CH:17]=1)[NH:11][N:12]=[CH:13]3)[CH2:22]2. The yield is 0.580. (3) The reactants are C([O:8][C:9]1[CH:14]=[CH:13][C:12]([C:15]2[C:19]([C:20]3[CH:25]=[CH:24][N:23]=[CH:22][CH:21]=3)=[CH:18][N:17]([CH2:26][CH2:27][F:28])[N:16]=2)=[CH:11][CH:10]=1)C1C=CC=CC=1. The catalyst is CCOC(C)=O.CCO.[Pd]. The product is [F:28][CH2:27][CH2:26][N:17]1[CH:18]=[C:19]([C:20]2[CH:21]=[CH:22][N:23]=[CH:24][CH:25]=2)[C:15]([C:12]2[CH:13]=[CH:14][C:9]([OH:8])=[CH:10][CH:11]=2)=[N:16]1. The yield is 0.920. (4) The reactants are [F:1][CH:2]([F:14])[C:3]1[C:7]([C:8]([O:10]CC)=[O:9])=[CH:6][N:5]([CH3:13])[N:4]=1.[OH-].[Na+].Cl. No catalyst specified. The product is [F:14][CH:2]([F:1])[C:3]1[C:7]([C:8]([OH:10])=[O:9])=[CH:6][N:5]([CH3:13])[N:4]=1. The yield is 0.870. (5) The reactants are [Br:1][C:2]1[CH:7]=[CH:6][C:5]([S:8][C:9]2[CH:14]=[CH:13][CH:12]=[CH:11][CH:10]=2)=[C:4]([N+:15]([O-])=O)[CH:3]=1.Cl[Sn]Cl. No catalyst specified. The product is [Br:1][C:2]1[CH:7]=[CH:6][C:5]([S:8][C:9]2[CH:14]=[CH:13][CH:12]=[CH:11][CH:10]=2)=[C:4]([NH2:15])[CH:3]=1. The yield is 1.00. (6) The reactants are [CH3:1][O:2][C:3](=[O:14])[C:4]1[CH:9]=[C:8]([N+:10]([O-])=O)[CH:7]=[CH:6][C:5]=1[CH3:13]. The catalyst is [Pd].CO.CCOC(C)=O. The product is [CH3:1][O:2][C:3](=[O:14])[C:4]1[CH:9]=[C:8]([NH2:10])[CH:7]=[CH:6][C:5]=1[CH3:13]. The yield is 0.990. (7) The reactants are [C:1]([O:5][C:6](=[O:18])[NH:7][C:8]1([C:16]#[CH:17])[CH2:13][O:12][C:11]([CH3:15])([CH3:14])[O:10][CH2:9]1)([CH3:4])([CH3:3])[CH3:2].C#CCCCCCC.Br[C:28]1[CH:33]=[CH:32][C:31]([S:34]([N:37]2[C:45]3[C:40](=[CH:41][CH:42]=[C:43]([O:46][CH3:47])[CH:44]=3)[C:39]([C:48]([C:50]3[CH:55]=[C:54]([O:56][CH3:57])[C:53]([O:58][CH3:59])=[C:52]([O:60][CH3:61])[CH:51]=3)=[O:49])=[CH:38]2)(=[O:36])=[O:35])=[CH:30][CH:29]=1.IC1C=C2C(=CC=1)CN(C(C1C=CC=CC=1)(C1C=CC=CC=1)C1C=CC=CC=1)C2. No catalyst specified. The product is [C:1]([O:5][C:6](=[O:18])[NH:7][C:8]1([C:16]#[C:17][C:28]2[CH:33]=[CH:32][C:31]([S:34]([N:37]3[C:45]4[C:40](=[CH:41][CH:42]=[C:43]([O:46][CH3:47])[CH:44]=4)[C:39]([C:48](=[O:49])[C:50]4[CH:51]=[C:52]([O:60][CH3:61])[C:53]([O:58][CH3:59])=[C:54]([O:56][CH3:57])[CH:55]=4)=[CH:38]3)(=[O:35])=[O:36])=[CH:30][CH:29]=2)[CH2:13][O:12][C:11]([CH3:15])([CH3:14])[O:10][CH2:9]1)([CH3:4])([CH3:3])[CH3:2]. The yield is 0.560. (8) The reactants are [NH2:1][C:2](=[O:17])[CH:3]([NH:6][C:7](=[O:16])[C:8]1[CH:13]=[C:12]([CH3:14])[N:11]=[C:10]([CH3:15])[CH:9]=1)[C:4]#[N:5].[H-].[SH2:19].[Na+].Cl.C(NCC)C.O. The catalyst is O.O1CCOCC1. The product is [NH2:1][C:2](=[O:17])[CH:3]([NH:6][C:7](=[O:16])[C:8]1[CH:9]=[C:10]([CH3:15])[N:11]=[C:12]([CH3:14])[CH:13]=1)[C:4]([NH2:5])=[S:19]. The yield is 0.640. (9) The reactants are [NH:1]1[C:5]2=[N:6][CH:7]=[N:8][C:9]([NH2:10])=[C:4]2[CH:3]=[N:2]1.C1C(=O)N([I:18])C(=O)C1.C([O-])(O)=O.[Na+]. The catalyst is CN(C=O)C. The product is [I:18][C:3]1[C:4]2[C:5](=[N:6][CH:7]=[N:8][C:9]=2[NH2:10])[NH:1][N:2]=1. The yield is 0.690.